Dataset: NCI-60 drug combinations with 297,098 pairs across 59 cell lines. Task: Regression. Given two drug SMILES strings and cell line genomic features, predict the synergy score measuring deviation from expected non-interaction effect. Drug 1: C1CCC(C1)C(CC#N)N2C=C(C=N2)C3=C4C=CNC4=NC=N3. Drug 2: C(=O)(N)NO. Cell line: NCI-H322M. Synergy scores: CSS=0.290, Synergy_ZIP=0.188, Synergy_Bliss=0.243, Synergy_Loewe=-0.511, Synergy_HSA=-0.170.